From a dataset of Catalyst prediction with 721,799 reactions and 888 catalyst types from USPTO. Predict which catalyst facilitates the given reaction. (1) Reactant: [CH2:1]1[C:9]2[C:4](=[CH:5][C:6]([C:10]3[N:14]([CH3:15])[N:13]=[C:12]([C:16](=[N:18][NH2:19])[CH3:17])[C:11]=3[OH:20])=[CH:7][CH:8]=2)[CH2:3][CH2:2]1.[N:21]([C:24]1[CH:32]=[CH:31][C:27]([C:28]([OH:30])=[O:29])=[CH:26][CH:25]=1)=[C:22]=[S:23].O. Product: [CH2:1]1[C:9]2[C:4](=[CH:5][C:6]([C:10]3[N:14]([CH3:15])[N:13]=[C:12]([C:16](=[N:18][NH:19][C:22](=[S:23])[NH:21][C:24]4[CH:25]=[CH:26][C:27]([C:28]([OH:30])=[O:29])=[CH:31][CH:32]=4)[CH3:17])[C:11]=3[OH:20])=[CH:7][CH:8]=2)[CH2:3][CH2:2]1. The catalyst class is: 9. (2) Reactant: [S:1]1[CH:5]=[C:4]([CH:6]2[CH2:11][CH2:10][N:9](C(OC(C)(C)C)=O)[CH2:8][CH2:7]2)[N:3]=[CH:2]1. Product: [S:1]1[CH:5]=[C:4]([CH:6]2[CH2:11][CH2:10][NH:9][CH2:8][CH2:7]2)[N:3]=[CH:2]1. The catalyst class is: 89.